From a dataset of Catalyst prediction with 721,799 reactions and 888 catalyst types from USPTO. Predict which catalyst facilitates the given reaction. (1) Reactant: [CH3:1][N:2]1[CH2:7][CH2:6][C:5](=[N:8][NH:9][C:10]([O:12][C:13]([CH3:16])([CH3:15])[CH3:14])=[O:11])[CH2:4][CH2:3]1.CC(C[AlH]CC(C)C)C.CO.O. Product: [CH3:1][N:2]1[CH2:3][CH2:4][CH:5]([NH:8][NH:9][C:10]([O:12][C:13]([CH3:16])([CH3:15])[CH3:14])=[O:11])[CH2:6][CH2:7]1. The catalyst class is: 1. (2) Reactant: [NH2:1][C:2]1[CH:30]=[CH:29][C:5]2[NH:6][C:7]([C:12]3[C:13](=[O:28])[N:14]([CH2:23][CH2:24][CH:25]([CH3:27])[CH3:26])[C:15]4[C:20]([C:21]=3[OH:22])=[CH:19][CH:18]=[CH:17][N:16]=4)=[N:8][S:9](=[O:11])(=[O:10])[C:4]=2[CH:3]=1.[CH:31]([S:34](Cl)(=[O:36])=[O:35])([CH3:33])[CH3:32]. Product: [OH:22][C:21]1[C:20]2[C:15](=[N:16][CH:17]=[CH:18][CH:19]=2)[N:14]([CH2:23][CH2:24][CH:25]([CH3:27])[CH3:26])[C:13](=[O:28])[C:12]=1[C:7]1[NH:6][C:5]2[CH:29]=[CH:30][C:2]([NH:1][S:34]([CH:31]([CH3:33])[CH3:32])(=[O:36])=[O:35])=[CH:3][C:4]=2[S:9](=[O:11])(=[O:10])[N:8]=1. The catalyst class is: 17. (3) Reactant: CC1(C)O[CH2:6][C:5]([CH2:20][N:21]2[CH:25]=[C:24]([CH2:26][O:27]COC)[N:23]=[C:22]2[N+:31]([O-:33])=[O:32])([CH2:8][O:9]S(C2C=CC(C)=CC=2)(=O)=O)[CH2:4][O:3]1.C1N2CCOCCOCCN(CCOCCOCC2)CCOCCOC1.[F-:61].[K+].C(=O)([O-])[O-].[K+].[K+]. Product: [OH:3][CH2:4][C:5]([CH2:8][OH:9])([CH2:6][F:61])[CH2:20][N:21]1[CH:25]=[C:24]([CH2:26][OH:27])[N:23]=[C:22]1[N+:31]([O-:33])=[O:32]. The catalyst class is: 47. (4) Reactant: [CH3:1][O:2][C:3]([C:5]1[N:6]=[CH:7][C:8]([N:11]2[CH2:16][CH2:15][N:14](C(OC(C)(C)C)=O)[CH2:13][CH2:12]2)=[N:9][CH:10]=1)=[O:4].[ClH:24]. Product: [ClH:24].[CH3:1][O:2][C:3]([C:5]1[N:6]=[CH:7][C:8]([N:11]2[CH2:12][CH2:13][NH:14][CH2:15][CH2:16]2)=[N:9][CH:10]=1)=[O:4]. The catalyst class is: 12. (5) Reactant: [NH2:1][C:2]1[CH:11]=[CH:10][CH:9]=[C:8]2[C:3]=1[CH2:4][CH:5]([OH:12])[CH2:6][NH:7]2.[F:13][C:14]([F:26])([F:25])[C:15]1[CH:24]=[CH:23][C:18]([CH2:19][N:20]=[C:21]=[O:22])=[CH:17][CH:16]=1. Product: [OH:12][CH:5]1[CH2:4][C:3]2[C:8](=[CH:9][CH:10]=[CH:11][C:2]=2[NH:1][C:21]([NH:20][CH2:19][C:18]2[CH:17]=[CH:16][C:15]([C:14]([F:13])([F:26])[F:25])=[CH:24][CH:23]=2)=[O:22])[NH:7][CH2:6]1. The catalyst class is: 4.